This data is from Full USPTO retrosynthesis dataset with 1.9M reactions from patents (1976-2016). The task is: Predict the reactants needed to synthesize the given product. (1) Given the product [CH2:1]([O:8][C:9]1[CH:10]=[CH:11][C:12]2[O:21][C:20]3[CH:22]=[CH:23][CH:24]=[CH:25][C:19]=3[C:18]3[CH:17]=[C:16]([CH2:26][O:27][CH2:34][CH2:33][CH2:32][N:31]([CH3:36])[CH3:30])[S:15][C:14]=3[C:13]=2[CH:28]=1)[C:2]1[CH:3]=[CH:4][CH:5]=[CH:6][CH:7]=1, predict the reactants needed to synthesize it. The reactants are: [CH2:1]([O:8][C:9]1[CH:10]=[CH:11][C:12]2[O:21][C:20]3[CH:22]=[CH:23][CH:24]=[CH:25][C:19]=3[C:18]3[CH:17]=[C:16]([CH2:26][OH:27])[S:15][C:14]=3[C:13]=2[CH:28]=1)[C:2]1[CH:7]=[CH:6][CH:5]=[CH:4][CH:3]=1.Cl.[CH3:30][N:31]([CH3:36])[CH2:32][CH2:33][CH2:34]Cl. (2) Given the product [CH3:51][O:52][C:53](=[O:76])[C@H:54]([CH2:63][CH2:64][C@@H:65]([N:48]=[N+:49]=[N-:50])[CH2:66][O:67][Si:68]([C:71]([CH3:74])([CH3:73])[CH3:72])([CH3:70])[CH3:69])[NH:55][C:56]([O:58][C:59]([CH3:62])([CH3:61])[CH3:60])=[O:57], predict the reactants needed to synthesize it. The reactants are: C1(P(C2C=CC=CC=2)C2C=CC=CC=2)C=CC=CC=1.N(C(OCC)=O)=NC(OCC)=O.P([N:48]=[N+:49]=[N-:50])(=O)(OC1C=CC=CC=1)OC1C=CC=CC=1.[CH3:51][O:52][C:53](=[O:76])[C@H:54]([CH2:63][CH2:64][C@H:65](O)[CH2:66][O:67][Si:68]([C:71]([CH3:74])([CH3:73])[CH3:72])([CH3:70])[CH3:69])[NH:55][C:56]([O:58][C:59]([CH3:62])([CH3:61])[CH3:60])=[O:57]. (3) The reactants are: [Cl:1][C:2]1[C:7]2[NH:8][C:9](=[O:11])[NH:10][C:6]=2[CH:5]=[C:4]([Cl:12])[N:3]=1.[N+:13]([O-])([O-:15])=[O:14].[K+]. Given the product [Cl:1][C:2]1[C:7]2[NH:8][C:9](=[O:11])[NH:10][C:6]=2[C:5]([N+:13]([O-:15])=[O:14])=[C:4]([Cl:12])[N:3]=1, predict the reactants needed to synthesize it.